Predict the reactants needed to synthesize the given product. From a dataset of Full USPTO retrosynthesis dataset with 1.9M reactions from patents (1976-2016). (1) Given the product [NH2:17][C:18]1[CH:23]=[CH:22][C:21]([O:24][C:2]2[CH:11]=[CH:10][N:9]=[C:8]3[C:3]=2[C:4]2[CH:16]=[CH:15][CH:14]=[CH:13][C:5]=2[C:6](=[O:12])[NH:7]3)=[CH:20][C:19]=1[F:25], predict the reactants needed to synthesize it. The reactants are: Cl[C:2]1[CH:11]=[CH:10][N:9]=[C:8]2[C:3]=1[C:4]1[CH:16]=[CH:15][CH:14]=[CH:13][C:5]=1[C:6](=[O:12])[NH:7]2.[NH2:17][C:18]1[CH:23]=[CH:22][C:21]([OH:24])=[CH:20][C:19]=1[F:25]. (2) Given the product [Br:24][C:11]1[C:12]2[C:17](=[CH:16][CH:15]=[CH:14][CH:13]=2)[N:9]([C:6]2[CH:5]=[CH:4][C:3]([O:2][CH3:1])=[CH:8][CH:7]=2)[C:10]=1[C:18]1[CH:23]=[CH:22][CH:21]=[CH:20][CH:19]=1, predict the reactants needed to synthesize it. The reactants are: [CH3:1][O:2][C:3]1[CH:8]=[CH:7][C:6]([N:9]2[C:17]3[C:12](=[CH:13][CH:14]=[CH:15][CH:16]=3)[CH:11]=[C:10]2[C:18]2[CH:23]=[CH:22][CH:21]=[CH:20][CH:19]=2)=[CH:5][CH:4]=1.[Br:24]N1C(=O)CCC1=O. (3) Given the product [Cl:34][C:29]1[CH:30]=[CH:31][CH:32]=[CH:33][C:28]=1[C:17]1[N:16]=[C:15]2[O:14][C:13]([C:35](=[O:40])[C:36]([OH:39])([CH3:38])[CH3:37])=[C:12]([NH:11][C:9](=[O:10])[CH2:8][OH:7])[C:20]2=[CH:19][C:18]=1[C:21]1[CH:22]=[CH:23][C:24]([Cl:27])=[CH:25][CH:26]=1, predict the reactants needed to synthesize it. The reactants are: [OH-].[Li+].O.C([O:7][CH2:8][C:9]([NH:11][C:12]1[C:20]2[C:15](=[N:16][C:17]([C:28]3[CH:33]=[CH:32][CH:31]=[CH:30][C:29]=3[Cl:34])=[C:18]([C:21]3[CH:26]=[CH:25][C:24]([Cl:27])=[CH:23][CH:22]=3)[CH:19]=2)[O:14][C:13]=1[C:35](=[O:40])[C:36]([OH:39])([CH3:38])[CH3:37])=[O:10])(=O)C.CO. (4) Given the product [Cl:1][C:2]1[C:3]([O:12][C:13]2[CH:18]=[C:17]([O:19][CH:20]([CH3:22])[CH3:21])[CH:16]=[CH:15][C:14]=2/[CH:23]=[C:24](\[CH3:28])/[C:25]([NH:37][S:34]([N:29]2[CH2:33][CH2:32][CH2:31][CH2:30]2)(=[O:36])=[O:35])=[O:26])=[N:4][CH:5]=[C:6]([C:8]([F:10])([F:9])[F:11])[CH:7]=1, predict the reactants needed to synthesize it. The reactants are: [Cl:1][C:2]1[C:3]([O:12][C:13]2[CH:18]=[C:17]([O:19][CH:20]([CH3:22])[CH3:21])[CH:16]=[CH:15][C:14]=2/[CH:23]=[C:24](\[CH3:28])/[C:25](O)=[O:26])=[N:4][CH:5]=[C:6]([C:8]([F:11])([F:10])[F:9])[CH:7]=1.[N:29]1([S:34]([NH2:37])(=[O:36])=[O:35])[CH2:33][CH2:32][CH2:31][CH2:30]1.Cl.C(N=C=NCCCN(C)C)C.CN(C)C=O.